From a dataset of Full USPTO retrosynthesis dataset with 1.9M reactions from patents (1976-2016). Predict the reactants needed to synthesize the given product. (1) Given the product [Cl:12][C:4]1[CH:3]=[C:2]([B:16]2[O:17][C:18]([CH3:20])([CH3:19])[C:14]([CH3:30])([CH3:13])[O:15]2)[CH:7]=[CH:6][C:5]=1[O:8][CH:9]([CH3:11])[CH3:10], predict the reactants needed to synthesize it. The reactants are: Br[C:2]1[CH:7]=[CH:6][C:5]([O:8][CH:9]([CH3:11])[CH3:10])=[C:4]([Cl:12])[CH:3]=1.[CH3:13][C:14]1([CH3:30])[C:18]([CH3:20])([CH3:19])[O:17][B:16]([B:16]2[O:17][C:18]([CH3:20])([CH3:19])[C:14]([CH3:30])([CH3:13])[O:15]2)[O:15]1.C([O-])(=O)C.[K+]. (2) Given the product [C:1]([O:5][C:6]([N:8]1[CH2:13][CH2:12][O:11][CH2:10][CH:9]1[CH2:14][O:15][C:28]([N:30]1[CH2:31][CH2:32][N:33]([C:36]2[CH:41]=[CH:40][C:39]([F:42])=[CH:38][C:37]=2[F:43])[CH2:34][CH2:35]1)=[O:27])=[O:7])([CH3:4])([CH3:3])[CH3:2], predict the reactants needed to synthesize it. The reactants are: [C:1]([O:5][C:6]([N:8]1[CH2:13][CH2:12][O:11][CH2:10][CH:9]1[CH2:14][OH:15])=[O:7])([CH3:4])([CH3:3])[CH3:2].[H-].[Na+].[N+](C1C=CC([O:27][C:28]([N:30]2[CH2:35][CH2:34][N:33]([C:36]3[CH:41]=[CH:40][C:39]([F:42])=[CH:38][C:37]=3[F:43])[CH2:32][CH2:31]2)=O)=CC=1)([O-])=O. (3) Given the product [C:4]([CH:3]([O:2][CH3:1])[CH2:6][C@H:7]1[CH2:18][CH2:17][C:16]2[S:15][C:14]3[N:13]=[CH:12][N:11]=[C:10]([O:19][CH:20]4[CH2:25][CH2:24][CH:23]([N:26]([CH3:27])[C:36](=[O:37])[O:38][C:39]([CH3:40])([CH3:41])[CH3:42])[CH2:22][CH2:21]4)[C:9]=3[C:8]1=2)#[N:5], predict the reactants needed to synthesize it. The reactants are: [CH3:1][O:2][CH:3]([CH2:6][C@H:7]1[CH2:18][CH2:17][C:16]2[S:15][C:14]3[N:13]=[CH:12][N:11]=[C:10]([O:19][CH:20]4[CH2:25][CH2:24][CH:23]([NH:26][CH3:27])[CH2:22][CH2:21]4)[C:9]=3[C:8]1=2)[C:4]#[N:5].[C:36](O[C:36]([O:38][C:39]([CH3:42])([CH3:41])[CH3:40])=[O:37])([O:38][C:39]([CH3:42])([CH3:41])[CH3:40])=[O:37]. (4) Given the product [CH2:1]([P:3]([O:4][CH2:5][CH2:6][CH2:7][CH3:8])([CH2:10][C:11]([OH:15])=[O:12])=[O:9])[CH3:2], predict the reactants needed to synthesize it. The reactants are: [CH2:1]([P:3]([CH2:10][CH2:11][OH:12])(=[O:9])[O:4][CH2:5][CH2:6][CH2:7][CH3:8])[CH3:2].CC(C)=[O:15].OS(O)(=O)=O.O=[Cr](=O)=O.C(O)(C)C. (5) Given the product [CH3:34][N:35]([CH3:41])[CH:36]1[CH2:40][CH2:39][N:38]([C:1](=[NH:2])[C:3]2[CH:4]=[C:5]([NH:9][C:10](=[O:33])[NH:11][C:12]3[CH:17]=[CH:16][C:15]([S:18]([NH:21][CH2:22][C:23]4[CH:28]=[CH:27][C:26]([S:29](=[O:31])(=[O:32])[NH2:30])=[CH:25][CH:24]=4)(=[O:20])=[O:19])=[CH:14][CH:13]=3)[CH:6]=[CH:7][CH:8]=2)[CH2:37]1, predict the reactants needed to synthesize it. The reactants are: [C:1]([C:3]1[CH:4]=[C:5]([NH:9][C:10](=[O:33])[NH:11][C:12]2[CH:17]=[CH:16][C:15]([S:18]([NH:21][CH2:22][C:23]3[CH:28]=[CH:27][C:26]([S:29](=[O:32])(=[O:31])[NH2:30])=[CH:25][CH:24]=3)(=[O:20])=[O:19])=[CH:14][CH:13]=2)[CH:6]=[CH:7][CH:8]=1)#[N:2].[CH3:34][N:35]([CH3:41])[CH:36]1[CH2:40][CH2:39][NH:38][CH2:37]1. (6) Given the product [F:13][C:12]([F:15])([F:14])[S:9]([O-:11])(=[O:10])=[O:8].[CH3:12][P+:3]([CH2:6][CH3:7])([CH2:4][CH3:5])[CH2:1][CH3:2], predict the reactants needed to synthesize it. The reactants are: [CH2:1]([P:3]([CH2:6][CH3:7])[CH2:4][CH3:5])[CH3:2].[O:8](C)[S:9]([C:12]([F:15])([F:14])[F:13])(=[O:11])=[O:10]. (7) Given the product [ClH:32].[F:31][C:22]1[CH:23]=[C:24]([S:27]([CH3:30])(=[O:29])=[O:28])[CH:25]=[CH:26][C:21]=1[O:20][CH2:19][C:16]1[N:17]=[CH:18][N:14]([CH:11]2[CH2:12][CH2:13][NH:8][CH2:9][CH2:10]2)[N:15]=1.[ClH:32], predict the reactants needed to synthesize it. The reactants are: C(OC([N:8]1[CH2:13][CH2:12][CH:11]([N:14]2[CH:18]=[N:17][C:16]([CH2:19][O:20][C:21]3[CH:26]=[CH:25][C:24]([S:27]([CH3:30])(=[O:29])=[O:28])=[CH:23][C:22]=3[F:31])=[N:15]2)[CH2:10][CH2:9]1)=O)(C)(C)C.[ClH:32]. (8) Given the product [ClH:25].[N+:22]([C:3]1[C:2]([NH2:1])=[N:7][C:6]([NH:8][CH:9]2[CH2:14][CH2:13][CH2:12][NH:11][CH2:10]2)=[CH:5][CH:4]=1)([O-:24])=[O:23], predict the reactants needed to synthesize it. The reactants are: [NH2:1][C:2]1[N:7]=[C:6]([NH:8][CH:9]2[CH2:14][CH2:13][CH2:12][N:11](C(OC(C)(C)C)=O)[CH2:10]2)[CH:5]=[CH:4][C:3]=1[N+:22]([O-:24])=[O:23].[ClH:25].